Dataset: Catalyst prediction with 721,799 reactions and 888 catalyst types from USPTO. Task: Predict which catalyst facilitates the given reaction. (1) Reactant: [Br:1][C:2]1[C:3](O)=[C:4]([C:13]#[N:14])[C:5](=[O:12])[N:6]([CH2:8][CH:9]([CH3:11])[CH3:10])[CH:7]=1.P(Cl)(Cl)([Cl:18])=O.C(=O)([O-])[O-].[K+].[K+]. Product: [Br:1][C:2]1[C:3]([Cl:18])=[C:4]([C:13]#[N:14])[C:5](=[O:12])[N:6]([CH2:8][CH:9]([CH3:11])[CH3:10])[CH:7]=1. The catalyst class is: 6. (2) Reactant: [Li]C(C)(C)C.CCCCC.Br[C:12]1[CH:13]=[N:14][C:15](=[CH:17]N(C)C)[CH:16]=1.I[CH2:22][CH2:23][CH2:24][CH2:25][CH2:26][CH2:27][CH3:28].C([O-])(O)=[O:30].[Na+]. Product: [CH2:22]([C:12]1[CH:16]=[C:15]([CH:17]=[O:30])[NH:14][CH:13]=1)[CH2:23][CH2:24][CH2:25][CH2:26][CH2:27][CH3:28]. The catalyst class is: 677. (3) Reactant: [NH:1]1[C:9]2[C:4](=[CH:5][CH:6]=[CH:7][CH:8]=2)[C:3]2([C:13]3=[CH:14][C:15]4[O:19][CH2:18][O:17][C:16]=4[CH:20]=[C:12]3[O:11][CH2:10]2)[C:2]1=[O:21].Cl[CH2:23][CH:24]1[O:28][C:27](=[O:29])[NH:26][CH2:25]1.C(=O)([O-])[O-].[Cs+].[Cs+]. Product: [O:29]=[C:27]1[NH:26][CH2:25][CH:24]([CH2:23][N:1]2[C:9]3[C:4](=[CH:5][CH:6]=[CH:7][CH:8]=3)[C:3]3([C:13]4=[CH:14][C:15]5[O:19][CH2:18][O:17][C:16]=5[CH:20]=[C:12]4[O:11][CH2:10]3)[C:2]2=[O:21])[O:28]1. The catalyst class is: 9. (4) Reactant: [CH3:1][O:2][C:3]1[CH:4]=[C:5]2[C:10](=[CH:11][C:12]=1[O:13][CH3:14])[N:9]=[CH:8][CH:7]=[C:6]2[O:15][C:16]1[C:22]([CH3:23])=[CH:21][C:19]([NH2:20])=[C:18]([CH3:24])[CH:17]=1.C1(C)C=CC=CC=1.C(N(CC)CC)C.ClC(Cl)(O[C:43](=[O:49])[O:44][C:45](Cl)(Cl)Cl)Cl.[F:51][C:52]1[CH:62]=[CH:61][C:55]([O:56][CH2:57][CH2:58]CO)=[CH:54][CH:53]=1. Product: [CH3:1][O:2][C:3]1[CH:4]=[C:5]2[C:10](=[CH:11][C:12]=1[O:13][CH3:14])[N:9]=[CH:8][CH:7]=[C:6]2[O:15][C:16]1[C:22]([CH3:23])=[CH:21][C:19]([NH:20][C:43](=[O:49])[O:44][CH2:45][CH2:58][CH2:57][O:56][C:55]2[CH:61]=[CH:62][C:52]([F:51])=[CH:53][CH:54]=2)=[C:18]([CH3:24])[CH:17]=1. The catalyst class is: 2. (5) Product: [CH3:1][O:2][C:3]([C:5]1[N:10]=[C:9]2[N:11]([CH3:14])[CH:12]=[N:13][C:8]2=[C:7]([F:15])[C:6]=1[NH:16][C:17]1[CH:22]=[CH:21][C:20]([Br:31])=[CH:19][C:18]=1[F:23])=[O:4]. Reactant: [CH3:1][O:2][C:3]([C:5]1[N:10]=[C:9]2[N:11]([CH3:14])[CH:12]=[N:13][C:8]2=[C:7]([F:15])[C:6]=1[NH:16][C:17]1[CH:22]=[CH:21][CH:20]=[CH:19][C:18]=1[F:23])=[O:4].C1C(=O)N([Br:31])C(=O)C1. The catalyst class is: 31. (6) Reactant: [CH3:1][O:2][C:3](=[O:17])[C:4]1[CH:9]=[C:8]([S:10]([CH:13]([CH3:15])[CH3:14])(=[O:12])=[O:11])[N:7]=[C:6](Cl)[CH:5]=1.C(N(CC)C(C)C)(C)C.[CH2:27]([NH2:30])[C:28]#[CH:29]. Product: [CH3:1][O:2][C:3](=[O:17])[C:4]1[CH:5]=[C:6]([NH:30][CH2:27][C:28]#[CH:29])[N:7]=[C:8]([S:10]([CH:13]([CH3:15])[CH3:14])(=[O:12])=[O:11])[CH:9]=1. The catalyst class is: 1.